This data is from Peptide-MHC class I binding affinity with 185,985 pairs from IEDB/IMGT. The task is: Regression. Given a peptide amino acid sequence and an MHC pseudo amino acid sequence, predict their binding affinity value. This is MHC class I binding data. (1) The peptide sequence is GEVEDGYSQS. The MHC is Mamu-B08 with pseudo-sequence Mamu-B08. The binding affinity (normalized) is 0. (2) The peptide sequence is LLSKNTFYL. The MHC is HLA-A02:11 with pseudo-sequence HLA-A02:11. The binding affinity (normalized) is 1.00. (3) The MHC is HLA-A11:01 with pseudo-sequence HLA-A11:01. The peptide sequence is FFTASLFLH. The binding affinity (normalized) is 0.491. (4) The binding affinity (normalized) is 0.563. The peptide sequence is MANIFRGSY. The MHC is HLA-A30:02 with pseudo-sequence HLA-A30:02. (5) The peptide sequence is VIITWIGM. The MHC is H-2-Db with pseudo-sequence H-2-Db. The binding affinity (normalized) is 0.130. (6) The peptide sequence is TPKGPKVKY. The MHC is HLA-B27:05 with pseudo-sequence HLA-B27:05. The binding affinity (normalized) is 0.0847. (7) The peptide sequence is DTTTDISKY. The MHC is HLA-A02:11 with pseudo-sequence HLA-A02:11. The binding affinity (normalized) is 0.0847. (8) The MHC is HLA-C15:02 with pseudo-sequence HLA-C15:02. The binding affinity (normalized) is 0.312. The peptide sequence is MSWGWRLPF. (9) The peptide sequence is EVRKAIEFV. The MHC is HLA-A02:11 with pseudo-sequence HLA-A02:11. The binding affinity (normalized) is 0.0847.